This data is from Forward reaction prediction with 1.9M reactions from USPTO patents (1976-2016). The task is: Predict the product of the given reaction. (1) Given the reactants [CH3:1][O:2][C:3](=[O:45])[NH:4][C@H:5]([C:10]([NH:12][N:13]([CH2:37][C:38]1[CH:43]=[CH:42][CH:41]=[C:40](Br)[CH:39]=1)[CH2:14][C@:15]([OH:36])([C:23](=[O:35])[NH:24][C@H:25]1[C:33]2[C:28](=[CH:29][CH:30]=[CH:31][CH:32]=2)[CH2:27][C@H:26]1[OH:34])[CH2:16][C:17]1[CH:22]=[CH:21][CH:20]=[CH:19][CH:18]=1)=[O:11])[C:6]([CH3:9])([CH3:8])[CH3:7].[C:46]1(B(O)O)[CH:51]=[CH:50][CH:49]=[CH:48][CH:47]=1.C([O-])([O-])=O.[Na+].[Na+].COCCOC, predict the reaction product. The product is: [CH3:1][O:2][C:3](=[O:45])[NH:4][C@H:5]([C:10]([NH:12][N:13]([CH2:37][C:38]1[CH:39]=[C:40]([C:46]2[CH:51]=[CH:50][CH:49]=[CH:48][CH:47]=2)[CH:41]=[CH:42][CH:43]=1)[CH2:14][C@:15]([OH:36])([C:23](=[O:35])[NH:24][C@H:25]1[C:33]2[C:28](=[CH:29][CH:30]=[CH:31][CH:32]=2)[CH2:27][C@H:26]1[OH:34])[CH2:16][C:17]1[CH:22]=[CH:21][CH:20]=[CH:19][CH:18]=1)=[O:11])[C:6]([CH3:9])([CH3:8])[CH3:7]. (2) Given the reactants [CH3:1][O:2][C:3]([N:5]1[CH2:10][CH2:9][N:8]([C:11]2[CH:12]=[CH:13][C:14]3[CH2:15][N:16](C(OC(C)(C)C)=O)[CH2:17][CH2:18][O:19][C:20]=3[N:21]=2)[CH2:7][CH2:6]1)=[O:4], predict the reaction product. The product is: [O:19]1[C:20]2[N:21]=[C:11]([N:8]3[CH2:9][CH2:10][N:5]([C:3]([O:2][CH3:1])=[O:4])[CH2:6][CH2:7]3)[CH:12]=[CH:13][C:14]=2[CH2:15][NH:16][CH2:17][CH2:18]1. (3) Given the reactants [C:1]1([CH3:16])[CH:6]=[CH:5][C:4]([C:7]([C:9]2[CH:14]=[CH:13][CH:12]=[C:11](Br)[N:10]=2)=[O:8])=[CH:3][CH:2]=1.C1(P(C2C=CC=CC=2)C2C=CC=CC=2)C=CC=CC=1.C(N(CCCC)CCCC)CCC.[C:49]([O:53][CH2:54][CH3:55])(=[O:52])[CH:50]=[CH2:51], predict the reaction product. The product is: [C:1]1([CH3:16])[CH:6]=[CH:5][C:4]([C:7]([C:9]2[N:10]=[C:11](/[CH:51]=[CH:50]/[C:49]([O:53][CH2:54][CH3:55])=[O:52])[CH:12]=[CH:13][CH:14]=2)=[O:8])=[CH:3][CH:2]=1.